Dataset: Reaction yield outcomes from USPTO patents with 853,638 reactions. Task: Predict the reaction yield, written as a fraction of the theoretical maximum amount of product (1.0 means a 100% yield; for example, 0.34 means a 34% yield). The reactants are Cl[C:2]1[CH:7]=[CH:6][N:5](C2C=CC(OCC(O)(C)C)=C(OC)C=2)[C:4](=[O:22])[CH:3]=1.[CH3:39][C:33]1(C)[C:34](C)([CH3:37])[O:35][B:31]([B:31]2[O:35][C:34]([CH3:37])(C)[C:33]([CH3:39])(C)[O:32]2)[O:32]1.[C:41]([O-:44])(=O)[CH3:42].[K+].[CH3:46]C(C1C=C(C(C)C)C(C2C=CC=CC=2P(C2CCCCC2)C2CCCCC2)=C(C(C)C)C=1)C.[O:80]1[CH2:85][CH2:84][O:83][CH2:82][CH2:81]1. The catalyst is C1C=CC(/C=C/C(/C=C/C2C=CC=CC=2)=O)=CC=1.C1C=CC(/C=C/C(/C=C/C2C=CC=CC=2)=O)=CC=1.C1C=CC(/C=C/C(/C=C/C2C=CC=CC=2)=O)=CC=1.C(Cl)(Cl)Cl.[Pd].[Pd]. The product is [OH:44][C:41]([CH3:42])([CH3:46])[CH2:81][O:80][C:85]1[CH:39]=[CH:33][C:34]([O:35][B:31]([C:2]2[CH:7]=[CH:6][NH:5][C:4](=[O:22])[CH:3]=2)[OH:32])=[CH:37][C:84]=1[O:83][CH3:82]. The yield is 0.363.